From a dataset of Catalyst prediction with 721,799 reactions and 888 catalyst types from USPTO. Predict which catalyst facilitates the given reaction. (1) Product: [NH2:18][C:8]1[CH:9]=[C:10]([N:13]([CH3:17])[C:14](=[O:16])[CH3:15])[CH:11]=[CH:12][C:7]=1[NH:6][CH2:5][CH:1]1[CH2:4][CH2:3][CH2:2]1. Reactant: [CH:1]1([CH2:5][NH:6][C:7]2[CH:12]=[CH:11][C:10]([N:13]([CH3:17])[C:14](=[O:16])[CH3:15])=[CH:9][C:8]=2[N+:18]([O-])=O)[CH2:4][CH2:3][CH2:2]1. The catalyst class is: 99. (2) The catalyst class is: 13. Product: [CH:1]1([C:9]([NH2:14])=[O:11])[C:3]2([CH2:8][CH2:7][CH2:6][CH2:5][CH2:4]2)[CH2:2]1. Reactant: [CH:1]1([C:9]([OH:11])=O)[C:3]2([CH2:8][CH2:7][CH2:6][CH2:5][CH2:4]2)[CH2:2]1.C(N1C=CN=C1)([N:14]1C=CN=C1)=O.[OH-].[NH4+]. (3) Reactant: [CH2:1]([O:8][C:9](=[O:15])[CH2:10][CH2:11][CH2:12][CH2:13]Br)[C:2]1[CH:7]=[CH:6][CH:5]=[CH:4][CH:3]=1.Cl.[C:17]([O:21][C:22](=[O:26])[CH2:23][NH:24][CH3:25])([CH3:20])([CH3:19])[CH3:18].C(N(CC)CC)C. Product: [CH2:1]([O:8][C:9](=[O:15])[CH2:10][CH2:11][CH2:12][CH2:13][N:24]([CH2:23][C:22]([O:21][C:17]([CH3:20])([CH3:19])[CH3:18])=[O:26])[CH3:25])[C:2]1[CH:7]=[CH:6][CH:5]=[CH:4][CH:3]=1. The catalyst class is: 2.